The task is: Predict the product of the given reaction.. This data is from Forward reaction prediction with 1.9M reactions from USPTO patents (1976-2016). (1) Given the reactants CC([Si](C1C=CC=CC=1)(C1C=CC=CC=1)[O:6][CH2:7][C@@H:8]1[CH2:14][C@@H:13]2[C@@H:11]([CH2:12]2)[CH2:10][N:9]1[C:15]([C:17]1[CH:22]=[C:21]([CH3:23])[CH:20]=[CH:19][C:18]=1[C:24]1[N:29]=[CH:28][CH:27]=[CH:26][N:25]=1)=[O:16])(C)C.CCCC[N+](CCCC)(CCCC)CCCC.[F-].C([O-])(O)=O.[Na+], predict the reaction product. The product is: [CH3:23][C:21]1[CH:20]=[CH:19][C:18]([C:24]2[N:25]=[CH:26][CH:27]=[CH:28][N:29]=2)=[C:17]([C:15]([N:9]2[C@H:8]([CH2:7][OH:6])[CH2:14][C@@H:13]3[C@@H:11]([CH2:12]3)[CH2:10]2)=[O:16])[CH:22]=1. (2) Given the reactants [NH2:1][C:2]1[CH:7]=[C:6]([O:8][C:9]2[CH:14]=[CH:13][C:12]([NH:15][C:16]([C:18]3[C:19](=[O:31])[N:20]([C:25]4[CH:30]=[CH:29][CH:28]=[CH:27][CH:26]=4)[N:21]([CH3:24])[C:22]=3[CH3:23])=[O:17])=[C:11]([Cl:32])[CH:10]=2)[CH:5]=[CH:4][N:3]=1.CCN(CC)CC.[C:40](Cl)(=O)[O:41]C1C=CC=CC=1.[NH:50]1[CH2:55][CH2:54][O:53][CH2:52][CH2:51]1, predict the reaction product. The product is: [Cl:32][C:11]1[CH:10]=[C:9]([CH:14]=[CH:13][C:12]=1[NH:15][C:16]([C:18]1[C:19](=[O:31])[N:20]([C:25]2[CH:26]=[CH:27][CH:28]=[CH:29][CH:30]=2)[N:21]([CH3:24])[C:22]=1[CH3:23])=[O:17])[O:8][C:6]1[CH:5]=[CH:4][N:3]=[C:2]([NH:1][C:40]([N:50]2[CH2:55][CH2:54][O:53][CH2:52][CH2:51]2)=[O:41])[CH:7]=1. (3) Given the reactants C([CH:3]([C:11]1[C:16]([O:17][CH2:18][CH2:19][CH3:20])=[CH:15][CH:14]=[CH:13][N:12]=1)[C:4]1[CH:9]=[CH:8][C:7]([F:10])=[CH:6][CH:5]=1)#N.C(=O)([O-])[O-:22].[K+].[K+].O, predict the reaction product. The product is: [F:10][C:7]1[CH:8]=[CH:9][C:4]([C:3]([C:11]2[C:16]([O:17][CH2:18][CH2:19][CH3:20])=[CH:15][CH:14]=[CH:13][N:12]=2)=[O:22])=[CH:5][CH:6]=1. (4) Given the reactants [Br:1][C:2]1[C:3](Cl)=[C:4]([N+:9]([O-:11])=[O:10])[C:5]([NH2:8])=[N:6][CH:7]=1.[Cl:13][C:14]1[CH:26]=[CH:25][C:17]([CH2:18][N:19]2[CH2:24][CH2:23][NH:22][CH2:21][CH2:20]2)=[CH:16][CH:15]=1.C(N(C(C)C)CC)(C)C, predict the reaction product. The product is: [Br:1][C:2]1[C:3]([N:22]2[CH2:21][CH2:20][N:19]([CH2:18][C:17]3[CH:25]=[CH:26][C:14]([Cl:13])=[CH:15][CH:16]=3)[CH2:24][CH2:23]2)=[C:4]([N+:9]([O-:11])=[O:10])[C:5]([NH2:8])=[N:6][CH:7]=1. (5) Given the reactants C[O:2][C:3](=[O:36])[CH2:4][C@H:5]1[C:9]2[CH:10]=[CH:11][C:12]([O:14][CH2:15][C:16]3[CH:17]=[C:18]([C:22]4[C:27]([CH3:28])=[CH:26][C:25]([O:29][CH2:30][CH2:31][S:32][CH2:33][CH3:34])=[CH:24][C:23]=4[CH3:35])[CH:19]=[CH:20][CH:21]=3)=[CH:13][C:8]=2[O:7][CH2:6]1.CO.[OH-].[Na+].Cl, predict the reaction product. The product is: [CH2:33]([S:32][CH2:31][CH2:30][O:29][C:25]1[CH:24]=[C:23]([CH3:35])[C:22]([C:18]2[CH:19]=[CH:20][CH:21]=[C:16]([CH2:15][O:14][C:12]3[CH:11]=[CH:10][C:9]4[C@H:5]([CH2:4][C:3]([OH:36])=[O:2])[CH2:6][O:7][C:8]=4[CH:13]=3)[CH:17]=2)=[C:27]([CH3:28])[CH:26]=1)[CH3:34]. (6) Given the reactants [Cl:1][C:2]1[C:7]([C:8]([OH:10])=[O:9])=[CH:6][N:5]=[CH:4][CH:3]=1.[C:11](Cl)(=O)C(Cl)=O.CN(C=O)C, predict the reaction product. The product is: [Cl:1][C:2]1[C:7]([C:8]([O:10][CH3:11])=[O:9])=[CH:6][N:5]=[CH:4][CH:3]=1. (7) Given the reactants [Br:1][C:2]1[N:3]=[C:4](S(C)(=O)=O)[C:5]2[N:6]([C:8]([I:11])=[CH:9][N:10]=2)[CH:7]=1.[CH2:16]([NH2:20])[CH2:17][CH2:18][NH2:19], predict the reaction product. The product is: [Br:1][C:2]1[N:3]=[C:4]([NH:19][CH2:18][CH2:17][CH2:16][NH2:20])[C:5]2[N:6]([C:8]([I:11])=[CH:9][N:10]=2)[CH:7]=1.